From a dataset of Full USPTO retrosynthesis dataset with 1.9M reactions from patents (1976-2016). Predict the reactants needed to synthesize the given product. Given the product [Br:1][C:2]1[CH:7]=[CH:6][C:5]([NH:8][C:9](=[O:11])[CH3:10])=[CH:4][C:3]=1[O:12][CH2:21][CH2:22][N:23]1[CH2:28][CH2:27][CH2:26][CH2:25][CH2:24]1, predict the reactants needed to synthesize it. The reactants are: [Br:1][C:2]1[CH:7]=[CH:6][C:5]([NH:8][C:9](=[O:11])[CH3:10])=[CH:4][C:3]=1[OH:12].C(=O)([O-])[O-].[K+].[K+].Cl.Cl[CH2:21][CH2:22][N:23]1[CH2:28][CH2:27][CH2:26][CH2:25][CH2:24]1.